This data is from Forward reaction prediction with 1.9M reactions from USPTO patents (1976-2016). The task is: Predict the product of the given reaction. Given the reactants [CH3:1][N:2]1[CH:10]=[C:9]2[C:4]([CH:5]=[CH:6][C:7]3[CH2:13][CH2:12][C:11](=[CH:14][CH2:15][NH:16][C:17](=[O:19])[CH3:18])[C:8]=32)=[N:3]1, predict the reaction product. The product is: [CH3:1][N:2]1[CH:10]=[C:9]2[C:4]([CH:5]=[CH:6][C:7]3[CH2:13][CH2:12][CH:11]([CH2:14][CH2:15][NH:16][C:17](=[O:19])[CH3:18])[C:8]=32)=[N:3]1.